Dataset: NCI-60 drug combinations with 297,098 pairs across 59 cell lines. Task: Regression. Given two drug SMILES strings and cell line genomic features, predict the synergy score measuring deviation from expected non-interaction effect. (1) Drug 1: CC(CN1CC(=O)NC(=O)C1)N2CC(=O)NC(=O)C2. Drug 2: COC1=C2C(=CC3=C1OC=C3)C=CC(=O)O2. Cell line: ACHN. Synergy scores: CSS=34.2, Synergy_ZIP=-6.53, Synergy_Bliss=-1.47, Synergy_Loewe=-4.42, Synergy_HSA=-2.73. (2) Drug 1: CC1CCC2CC(C(=CC=CC=CC(CC(C(=O)C(C(C(=CC(C(=O)CC(OC(=O)C3CCCCN3C(=O)C(=O)C1(O2)O)C(C)CC4CCC(C(C4)OC)OCCO)C)C)O)OC)C)C)C)OC. Drug 2: C1CN1C2=NC(=NC(=N2)N3CC3)N4CC4. Cell line: HT29. Synergy scores: CSS=19.2, Synergy_ZIP=-1.98, Synergy_Bliss=4.02, Synergy_Loewe=-2.35, Synergy_HSA=1.60.